From a dataset of Drug-target binding data from BindingDB using IC50 measurements. Regression. Given a target protein amino acid sequence and a drug SMILES string, predict the binding affinity score between them. We predict pIC50 (pIC50 = -log10(IC50 in M); higher means more potent). Dataset: bindingdb_ic50. (1) The small molecule is Cc1cc(CCc2nc3cccc(C)n3n2)nc2ccccc12. The target protein sequence is ICTSEEWQGLMQFTLPVRLCKEIELFHFDIGPFENMWPGIFVYMVHRSCGTSCFELEKLCRFIMSVKKNYRRVPYHNWKHAVTVAHCMYAILQNNHTLFTDLERKGLLIACLCHDLDHRGFSNSYLQKFDHPLAALYSTSTMEQHHFSQTVSILQLEGHNIFSTLSSSEYEQVLEIIRKAIIATDLALYFGNRKQLEEMYQTGSLNLNNQSHRDRVIGLMMTACDLCSVTKLWPVTKLTANDIYAEFWAEGDEMKKLGIQPIPMMDRDKKDEVPQGQLGFYNAVAIPCYTTLTQILPPTEPLLKACRDNLSQWEKVIRGEETATWISSPSVAQKAAASED. The pIC50 is 6.8. (2) The small molecule is N=C(N)N1CCN(c2ccc(/C=C/c3cc(Cl)cc(-c4ccncc4)c3)cc2)CC1. The target protein (P05185) has sequence MWLLLAVFLLTLAYLFWPKTKHSGAKYPRSLPSLPLVGSLPFLPRRGQQHKNFFKLQEKYGPIYSFRLGSKTTVMIGHHQLAREVLLKKGKEFSGRPKVATLDILSDNQKGIAFADHGAHWQLHRKLALNAFALFKDGNLKLEKIINQEANVLCDFLATQHGEAIDLSEPLSLAVTNIISFICFNFSFKNEDPALKAIQNVNDGILEVLSKEVLLDIFPVLKIFPSKAMEKMKGCVQTRNELLNEILEKCQENFSSDSITNLLHILIQAKVNADNNNAGPDQDSKLLSNRHMLATIGDIFGAGVETTTSVIKWIVAYLLHHPSLKKRIQDDIDQIIGFNRTPTISDRNRLVLLEATIREVLRIRPVAPTLIPHKAVIDSSIGDLTIDKGTDVVVNLWALHHSEKEWQHPDLFMPERFLDPTGTQLISPSLSYLPFGAGPRSCVGEMLARQELFLFMSRLLQRFNLEIPDDGKLPSLEGHASLVLQIKPFKVKIEVRQAWK.... The pIC50 is 9.9. (3) The compound is Nc1nc2c(ncn2[C@@H]2O[C@H](COP(=O)(O)OP(=O)(O)OP(=O)(O)O)[C@@H](CF)[C@H]2O)c(=O)[nH]1. The target protein sequence is MSTNPKPQRKTKRNTNRRPQDVKFPGGGQIVGGVYLLPRRGPRLGVRATRKTSERSQPRGRRQPIPKARRPEGRTWAQPGYPWPLYGNEGMGWAGWLLSPRGSRPSWGPTDPRRRSRNLGKVIDTLTCGFADLMGYIPLVGAPLGGAARALAHGVRVLEDGVNYATGNLPGCSFSIFLLALLSCLTIPASAYEVRNVSGIYHVTNDCSNSSIVYEAADMIMHTPGCVPCVRESNFSRCWVALTPTLAARNSSIPTTTIRRHVDLLVGAAALCSAMYVGDLCGTVFLVSQLFTFSPRRYETVQDCNCSIYPGHVSGHRMAWDMMMNWSPTTALVVSQLLRIPQAVVDMVAGAHWGVLAGLAYYSMVGNWAKVLIVMLLFAGVDGHTHVTGGRVASSTQSLVSWLSQGPSQKIQLVNTNGSWHINRTALNCNDSLQTGFIAALFYAHRFNASGCPERMASCRPIDEFAQGWGPITHDMPESSDQRPYCWHYAPRPCGIVPAS.... The pIC50 is 6.6. (4) The drug is Cc1ccc(/C=C2/Sc3ccccc3N(CC(=O)NCC3CCCO3)C2=O)cc1. The target protein (O43613) has sequence MEPSATPGAQMGVPPGSREPSPVPPDYEDEFLRYLWRDYLYPKQYEWVLIAAYVAVFVVALVGNTLVCLAVWRNHHMRTVTNYFIVNLSLADVLVTAICLPASLLVDITESWLFGHALCKVIPYLQAVSVSVAVLTLSFIALDRWYAICHPLLFKSTARRARGSILGIWAVSLAIMVPQAAVMECSSVLPELANRTRLFSVCDERWADDLYPKIYHSCFFIVTYLAPLGLMAMAYFQIFRKLWGRQIPGTTSALVRNWKRPSDQLGDLEQGLSGEPQPRARAFLAEVKQMRARRKTAKMLMVVLLVFALCYLPISVLNVLKRVFGMFRQASDREAVYACFTFSHWLVYANSAANPIIYNFLSGKFREQFKAAFSCCLPGLGPCGSLKAPSPRSSASHKSLSLQSRCSISKISEHVVLTSVTTVLP. The pIC50 is 5.8.